Task: Regression/Classification. Given a drug SMILES string, predict its absorption, distribution, metabolism, or excretion properties. Task type varies by dataset: regression for continuous measurements (e.g., permeability, clearance, half-life) or binary classification for categorical outcomes (e.g., BBB penetration, CYP inhibition). Dataset: rlm.. Dataset: Rat liver microsome stability data The molecule is COc1cc(NC(=O)c2nc3ccccc3n(C)c2=O)cc(OC)c1OC. The result is 0 (unstable in rat liver microsomes).